Dataset: Drug-target binding data from BindingDB using IC50 measurements. Task: Regression. Given a target protein amino acid sequence and a drug SMILES string, predict the binding affinity score between them. We predict pIC50 (pIC50 = -log10(IC50 in M); higher means more potent). Dataset: bindingdb_ic50. (1) The target protein (P16581) has sequence MIASQFLSALTLVLLIKESGAWSYNTSTEAMTYDEASAYCQQRYTHLVAIQNKEEIEYLNSILSYSPSYYWIGIRKVNNVWVWVGTQKPLTEEAKNWAPGEPNNRQKDEDCVEIYIKREKDVGMWNDERCSKKKLALCYTAACTNTSCSGHGECVETINNYTCKCDPGFSGLKCEQIVNCTALESPEHGSLVCSHPLGNFSYNSSCSISCDRGYLPSSMETMQCMSSGEWSAPIPACNVVECDAVTNPANGFVECFQNPGSFPWNTTCTFDCEEGFELMGAQSLQCTSSGNWDNEKPTCKAVTCRAVRQPQNGSVRCSHSPAGEFTFKSSCNFTCEEGFMLQGPAQVECTTQGQWTQQIPVCEAFQCTALSNPERGYMNCLPSASGSFRYGSSCEFSCEQGFVLKGSKRLQCGPTGEWDNEKPTCEAVRCDAVHQPPKGLVRCAHSPIGEFTYKSSCAFSCEEGFELHGSTQLECTSQGQWTEEVPSCQVVKCSSLAVPG.... The compound is N#Cc1ccc(Oc2cncc3sc(C(N)=O)cc23)cc1. The pIC50 is 8.5. (2) The compound is c1cc(-c2cnn3cc(-c4ccc(N5CCNCC5)cc4)cnc23)c2cccnc2c1. The target protein (Q61288) has sequence MTLGSFRRGLLMLSVAFGLTRGDLAKPSKLVNCTCESPHCKRPFCQGSWCTVVLVREQGRHPQVYRGCGSLNQELCLGRPTEFLNHHCCYRSFCNHNVSLMLEATQTPSEEPEVDAHLPLILGPVLALPVLVALGALGLWRVRRRQEKQRDLHSDLGESSLILKASEQADSMLGDFLDSDCTTGSGSGLPFLVQRTVARQVALVECVGKGRYGEVWRGSWHGESVAVKIFSSRDEQSWFRETEIYNTVLLRHDNILGFIASDMTSRNSSTQLWLITHYHEHGSLYDFLQRQTLEPQLALRLAVSAACGLAHLHVEIFGTQGKPAIAHRDLKSRNVLVKSNLQCCIADLGLAVMHSQSSDYLDIGNNPRVGTKRYMAPEVLDEHIRTDCFESYKWTDIWAFGLVLWEIARRTIINGIVEDYRPPFYDMVPNDPSFEDMKKVVCVDQQTPTIPNRLAADPVLSGLAQMMRECWYPNPSARLTALRIKKTLQKLSHNPEKPKV.... The pIC50 is 8.6. (3) The compound is CC(=O)N[C@@H](CCS)C(=O)N[C@@H](C)C(=O)N[C@H](C(=O)N[C@@H](CCC(N)=O)C(=O)N[C@@H](CC(C)C)C(=O)N[C@@H](CCCNC(=N)N)C(=O)N[C@@H](CCCNC(=N)N)C(=O)N[C@@H](Cc1ccccc1)C(=O)NCC(=O)N[C@@H](CC(=O)O)C(=O)N[C@@H](CCCCN)C(=O)N[C@@H](CC(C)C)C(=O)N[C@@H](CC(N)=O)C(=O)N[C@@H](Cc1ccccc1)C(=O)N[C@@H](CCCNC(=N)N)C(=O)N[C@@H](CCC(N)=O)C(=O)N[C@@H](CCCCN)C(=O)N[C@@H](CC(C)C)C(=O)N[C@@H](CC(C)C)C(=O)N[C@@H](CC(N)=O)C(N)=O)[C@@H](C)O. The target protein sequence is MHHHHHHSSGVDLGTENLYFQSMTDCEFGYIYRLAQDYLQCVLQIPQPGSGPSKTSRVLQNVAFSVQKEVEKNLKSCLDNVNVVSVDTARTLFNQVMEKEFEDGIINWGRIVTIFAFEGILIKKLLRQQIAPDVDTYKEISYFVAEFIMNNTGEWIRQNGGWENGFVKKFE. The pIC50 is 7.1. (4) The compound is NC(=O)[C@@H]1CCCN1C(=O)[C@@H]1CCCN1C(=O)[C@@H](O)[C@H](N)Cc1ccccc1. The target protein (Q99MA2) has sequence MAQAYWQCYPWLVLLCACAWSYPGPESLGREDVRDCSTNPPRLPVTAVNTTMRLAALRQQMEKSNLSAYIIPDTDAHMSEYIGKHDERRAWISGFTGSAGTAVVTKKKAAVWTDSRYWTQAERQMDCNWELHKEVSISSIVAWILAEVPDGENVGFDPFLFSVGSWENYDQELQDSNRHLLSITTNLVDVAWGSERPPVPSQPIYALPKEFTGSTWQEKVSAIRSYMQNHTMAPTGVLLSALDETAWLFNLRSSDIPYNPFFYSYTLLTDSSIRLFVNKSRFSLETLQYLNTNCTLPMCVQLEDYSQIRDGVKAYASGNVKILIGISYTTYGVYDVIPKEKLVTETYSPVMLIKAVKNSKEQALLKASHVRDAVAVIQYLVWLEKNVPKGTVDEFSGAEHIDQLRRNENFSSGPSFETISASGLNAALAHYSPTKELHRKLSLDEMYLVDSGGQYWDGTTDITRTVHWGTPTAFQKEAYTRVLMGNIDLSRLVFPAATSG.... The pIC50 is 3.4. (5) The compound is CN[C@@H]1C[C@H]2O[C@@](C)([C@@H]1OC)n1c3ccccc3c3c4c(c5c6ccccc6n2c5c31)C(=O)NC4. The target protein sequence is MGNAAAAKKGSEQESVKEFLAKAKEDFLKKWENPAQNTAHLDQFERIKTIGTGSFGRVMLVKHMETGNHYAMKILDKQKVVKLKQIEHTLNEKRILQAVNFPFLVKLEFSFKDNSNLYMVMEYVPGGEMFSHLRRIGRFSEPHARFYAAQIVLTFEYLHSLDLIYRDLKPENLLIDQQGYIKVADFGFAKRVKGRTWTLCGTPEYLAPEIILSKGYNKAVDWWALGVLIYEMAAGYPPFFADQPIQIYEKIVSGKVRFPSHFSSDLKDLLRNLLQVDLTKRFGNLKNGVNDIKNHKWFATTDWIAIYQRKVEAPFIPKFKGPGDTSNFDDYEEEEIRVSINEKCGKEFSEF. The pIC50 is 7.3. (6) The target protein sequence is DDDVAEADIISTVEFNHCGELLATGDKGGRVVIFQQEQENKIQSHSRGEYNVYSTFQSHEPEFDYLKSLEIEEKINKIRWLPQKNAAQFLLSTNDKTIKLWKISERDKRPEGYNLKEEDGRYRDPTTVTTLRVPVFRPMDLMVEASPRRIFANAHTYHINSISINSDYETYLSADDLRINLWHLEITDRSFNIVDIKPANMEELTEVITAAEFHPNSCNTFVYSSSKGTIRLCDMRASALCDRHSKLFEEPEDPSNRSFFSEIISSISDVKFSHSGRYMMTRDYLSVKIWDLNMENRPVETYQVHEYLRSKLCSLYENDCIFDKFECCWNGSDSVVMTGSYNNFFRMFDRNTKRDITLEASRENNKPRTVLKPRKVCASGKRKKDEISVDSLDFNKKILHHAWHPKENIIAVATTNNLYIFQDKMN. The pIC50 is 8.8. The compound is CO[C@@H](Cc1ccccc1)[C@@H](C)/C=C(C)/C=C/[C@@H]1NC(=O)[C@H](C)NC(=O)[C@@H](C)[C@H](C(=O)O)CC(=O)[C@H](CC(C)C)NC(=O)[C@@H](C)NC(=O)CN(C2CCCCC2)C(=O)CC[C@H](C(=O)O)NC(=O)[C@H]1C.